Predict the product of the given reaction. From a dataset of Forward reaction prediction with 1.9M reactions from USPTO patents (1976-2016). (1) Given the reactants [Cl:1][CH:2]([Cl:6])[C:3](Cl)=[O:4].[NH2:7][C:8]1[CH:13]=[CH:12][C:11]([F:14])=[CH:10][N:9]=1.C(=O)(O)[O-].[Na+], predict the reaction product. The product is: [Cl:1][CH:2]([Cl:6])[C:3]([NH:7][C:8]1[CH:13]=[CH:12][C:11]([F:14])=[CH:10][N:9]=1)=[O:4]. (2) Given the reactants [Br:1][C:2]1[CH:7]=[CH:6][C:5]([C:8]2[CH:9]=[N:10][C:11]3[N:12]([C:14]([CH2:17][C:18]4[CH:19]=[C:20]([NH:24]C(=O)OC(C)(C)C)[CH:21]=[CH:22][CH:23]=4)=[CH:15][N:16]=3)[N:13]=2)=[CH:4][C:3]=1[F:32].[F:33][C:34]([F:39])([F:38])[C:35]([OH:37])=[O:36], predict the reaction product. The product is: [Br:1][C:2]1[CH:7]=[CH:6][C:5]([C:8]2[CH:9]=[N:10][C:11]3[N:12]([C:14]([CH2:17][C:18]4[CH:19]=[C:20]([CH:21]=[CH:22][CH:23]=4)[NH2:24])=[CH:15][N:16]=3)[N:13]=2)=[CH:4][C:3]=1[F:32].[C:35]([OH:37])([C:34]([F:39])([F:38])[F:33])=[O:36]. (3) The product is: [C:19]([O:18][C:17]([NH:16][C:13]1[CH:14]=[CH:15][C:10]([N:9]2[C:3]3[CH:4]=[CH:5][CH:6]=[C:7]([CH3:8])[C:2]=3[NH:1][C:26](=[O:27])[CH2:25][C:24]2=[O:29])=[CH:11][CH:12]=1)=[O:23])([CH3:20])([CH3:22])[CH3:21]. Given the reactants [NH2:1][C:2]1[C:7]([CH3:8])=[CH:6][CH:5]=[CH:4][C:3]=1[NH:9][C:10]1[CH:15]=[CH:14][C:13]([NH:16][C:17](=[O:23])[O:18][C:19]([CH3:22])([CH3:21])[CH3:20])=[CH:12][CH:11]=1.[C:24](Cl)(=[O:29])[CH2:25][C:26](Cl)=[O:27].C(=O)([O-])O.[Na+].C(OCC)(=O)C, predict the reaction product. (4) Given the reactants [C:1]([Mg]Br)#[CH:2].[Br:5][C:6]1[CH:11]=[CH:10][C:9](I)=[CH:8][CH:7]=1, predict the reaction product. The product is: [Br:5][C:6]1[CH:11]=[CH:10][C:9]([C:1]#[CH:2])=[CH:8][CH:7]=1. (5) The product is: [CH:21]1([CH2:26][C:27]([NH:1][C:2]2[CH:3]=[CH:4][C:5]([C:6]([O:8][CH3:9])=[O:7])=[CH:10][CH:11]=2)=[O:28])[CH2:25][CH2:24][CH2:23][CH2:22]1. Given the reactants [NH2:1][C:2]1[CH:11]=[CH:10][C:5]([C:6]([O:8][CH3:9])=[O:7])=[CH:4][CH:3]=1.C(N(C(C)C)CC)(C)C.[CH:21]1([CH2:26][C:27](Cl)=[O:28])[CH2:25][CH2:24][CH2:23][CH2:22]1, predict the reaction product.